Dataset: Reaction yield outcomes from USPTO patents with 853,638 reactions. Task: Predict the reaction yield, written as a fraction of the theoretical maximum amount of product (1.0 means a 100% yield; for example, 0.34 means a 34% yield). (1) The reactants are [N:1]1[CH:6]=[CH:5][CH:4]=[CH:3][C:2]=1[C:7]([NH2:9])=O.C(O[CH:15]([N:19]([CH3:21])C)[N:16](C)C)(C)(C)C.[O-]CC.[Na+].C(O)C.NC(N)=[S:31]. The catalyst is CN(C)C=O. The product is [N:1]1[CH:6]=[CH:5][CH:4]=[CH:3][C:2]=1[C:7]1[N:9]=[CH:21][N:19]=[C:15]([SH:31])[N:16]=1. The yield is 0.400. (2) The reactants are [C:1]([C:5]1[CH:12]=[CH:11][C:8]([CH2:9]Br)=[CH:7][CH:6]=1)([CH3:4])([CH3:3])[CH3:2].[OH:13][C:14]1[CH:19]=[CH:18][CH:17]=[CH:16][C:15]=1[CH2:20][C:21]([OH:23])=[O:22].C(=O)([O-])[O-].[K+].[K+].C(Cl)(Cl)Cl. The catalyst is O.CO. The product is [C:1]([C:5]1[CH:12]=[CH:11][C:8]([CH2:9][O:13][C:14]2[CH:19]=[CH:18][CH:17]=[CH:16][C:15]=2[CH2:20][C:21]([OH:23])=[O:22])=[CH:7][CH:6]=1)([CH3:4])([CH3:3])[CH3:2]. The yield is 0.514. (3) The reactants are [NH2:1][C:2]1[C:7]([F:8])=[C:6](NN)[N:5]=[C:4]([C:11]#[N:12])[C:3]=1[Cl:13].S(Cl)([Cl:17])(=O)=O. The catalyst is C(Cl)Cl. The product is [NH2:1][C:2]1[C:7]([F:8])=[C:6]([Cl:17])[N:5]=[C:4]([C:11]#[N:12])[C:3]=1[Cl:13]. The yield is 0.760. (4) The reactants are [Cl:1][C:2]1[C:3]([F:45])=[C:4]([C@@H:8]2[C@:12]([C:15]3[CH:20]=[CH:19][C:18]([Cl:21])=[CH:17][C:16]=3[F:22])([C:13]#[N:14])[C@H:11]([CH2:23][C:24]([CH3:27])([CH3:26])[CH3:25])[NH:10][C@H:9]2[C:28]([NH:30][C:31]2[CH:39]=[CH:38][C:34]([C:35]([OH:37])=[O:36])=[CH:33][C:32]=2OC(F)(F)F)=[O:29])[CH:5]=[CH:6][CH:7]=1.[Si]([O:53][CH2:54][CH:55]=O)(C(C)(C)C)(C)C.[CH3:57]C(O)=O. The catalyst is C(Cl)Cl. The product is [CH3:57][O:37][C:35](=[O:36])[C:34]1[CH:33]=[CH:32][C:31]([N:30]2[C:28](=[O:29])[C@H:9]3[C@H:8]([C:4]4[CH:5]=[CH:6][CH:7]=[C:2]([Cl:1])[C:3]=4[F:45])[C@:12]([C:15]4[CH:20]=[CH:19][C:18]([Cl:21])=[CH:17][C:16]=4[F:22])([C:13]#[N:14])[C@H:11]([CH2:23][C:24]([CH3:25])([CH3:27])[CH3:26])[N:10]3[C@@H:55]2[CH2:54][OH:53])=[CH:39][CH:38]=1. The yield is 0.259. (5) The reactants are [C:1]([N:8]1[CH2:15][CH2:14][CH2:13][C@H:9]1[C:10]([OH:12])=[O:11])([O:3][C:4]([CH3:7])([CH3:6])[CH3:5])=[O:2].C(N(CC)CC)C.ClC(OCC)=O.[CH2:29]([O:36][C:37](=[O:52])[C@H:38]([CH2:40][CH2:41][C:42]([O:44][CH2:45][C:46]1[CH:51]=[CH:50][CH:49]=[CH:48][CH:47]=1)=[O:43])[NH2:39])[C:30]1[CH:35]=[CH:34][CH:33]=[CH:32][CH:31]=1. The catalyst is ClCCl. The product is [C:1]([N:8]1[CH2:15][CH2:14][CH2:13][C@H:9]1[C:10]([OH:12])=[O:11])([O:3][C:4]([CH3:7])([CH3:6])[CH3:5])=[O:2].[CH2:29]([O:36][C:37](=[O:52])[C@H:38]([CH2:40][CH2:41][C:42]([O:44][CH2:45][C:46]1[CH:51]=[CH:50][CH:49]=[CH:48][CH:47]=1)=[O:43])[NH2:39])[C:30]1[CH:31]=[CH:32][CH:33]=[CH:34][CH:35]=1. The yield is 0.950. (6) The reactants are [OH-].[Na+].[OH:3][C:4]1[CH:30]=[CH:29][CH:28]=[CH:27][C:5]=1[CH2:6][NH:7][C:8]([NH:10][C:11]1[N:15]([C:16]2[CH:21]=[CH:20][C:19]([CH3:22])=[CH:18][CH:17]=2)[N:14]=[C:13]([C:23]([CH3:26])([CH3:25])[CH3:24])[CH:12]=1)=[O:9].[Cl:31][C:32]1[N:37]=[C:36](Cl)[C:35]([N+:39]([O-:41])=[O:40])=[CH:34][N:33]=1.C(O)(=O)CC(CC(O)=O)(C(O)=O)O. The catalyst is CC(C)=O.O. The product is [C:23]([C:13]1[CH:12]=[C:11]([NH:10][C:8]([NH:7][CH2:6][C:5]2[CH:27]=[CH:28][CH:29]=[CH:30][C:4]=2[O:3][C:34]2[C:35]([N+:39]([O-:41])=[O:40])=[CH:36][N:37]=[C:32]([Cl:31])[N:33]=2)=[O:9])[N:15]([C:16]2[CH:21]=[CH:20][C:19]([CH3:22])=[CH:18][CH:17]=2)[N:14]=1)([CH3:25])([CH3:26])[CH3:24]. The yield is 0.490.